Task: Regression. Given two drug SMILES strings and cell line genomic features, predict the synergy score measuring deviation from expected non-interaction effect.. Dataset: NCI-60 drug combinations with 297,098 pairs across 59 cell lines Drug 1: CN(C)C1=NC(=NC(=N1)N(C)C)N(C)C. Drug 2: C1=CC=C(C=C1)NC(=O)CCCCCCC(=O)NO. Cell line: RPMI-8226. Synergy scores: CSS=16.9, Synergy_ZIP=1.82, Synergy_Bliss=-3.63, Synergy_Loewe=-53.4, Synergy_HSA=-10.7.